This data is from Reaction yield outcomes from USPTO patents with 853,638 reactions. The task is: Predict the reaction yield, written as a fraction of the theoretical maximum amount of product (1.0 means a 100% yield; for example, 0.34 means a 34% yield). (1) The reactants are Cl[C:2]1[N:7]=[N:6][C:5]([C:8]([NH2:10])=[O:9])=[C:4]([NH:11][C:12]2[CH:17]=[CH:16][C:15]([F:18])=[C:14]([CH:19]([CH3:21])[CH3:20])[N:13]=2)[CH:3]=1.[CH2:22]([NH2:25])[CH2:23][NH2:24].[NH4+].[OH-]. The catalyst is CN1C(=O)CCC1. The product is [NH2:24][CH2:23][CH2:22][NH:25][C:2]1[N:7]=[N:6][C:5]([C:8]([NH2:10])=[O:9])=[C:4]([NH:11][C:12]2[CH:17]=[CH:16][C:15]([F:18])=[C:14]([CH:19]([CH3:21])[CH3:20])[N:13]=2)[CH:3]=1. The yield is 0.140. (2) The reactants are [NH2:1][C@:2]12[CH2:37][CH2:36][C@@H:35]([C:38]([CH3:40])=[CH2:39])[C@@H:3]1[C@@H:4]1[C@@:17]([CH3:20])([CH2:18][CH2:19]2)[C@@:16]2([CH3:21])[C@@H:7]([C@:8]3([CH3:34])[C@@H:13]([CH2:14][CH2:15]2)[C:12]([CH3:23])([CH3:22])[C:11]([C:24]2[CH:33]=[CH:32][C:27]([C:28]([O:30]C)=[O:29])=[CH:26][CH:25]=2)=[CH:10][CH2:9]3)[CH2:6][CH2:5]1.CN(C)CCC(N[C@]12CC[C@@H](C(C)=C)[C@@H]1[C@@H]1[C@@](C)(CC2)[C@@]2(C)[C@@H]([C@]3(C)[C@@H](CC2)C(C)(C)C(C2C=CC(C(O)=O)=CC=2)=CC3)CC1)=O.[N:87]1([CH2:96][C:97]([OH:99])=O)[C:95]2[C:90](=[CH:91][CH:92]=[CH:93][CH:94]=2)[CH:89]=[CH:88]1. No catalyst specified. The product is [N:87]1([CH2:96][C:97]([NH:1][C@:2]23[CH2:37][CH2:36][C@@H:35]([C:38]([CH3:40])=[CH2:39])[C@@H:3]2[C@@H:4]2[C@@:17]([CH3:20])([CH2:18][CH2:19]3)[C@@:16]3([CH3:21])[C@@H:7]([C@:8]4([CH3:34])[C@@H:13]([CH2:14][CH2:15]3)[C:12]([CH3:23])([CH3:22])[C:11]([C:24]3[CH:25]=[CH:26][C:27]([C:28]([OH:30])=[O:29])=[CH:32][CH:33]=3)=[CH:10][CH2:9]4)[CH2:6][CH2:5]2)=[O:99])[C:95]2[C:90](=[CH:91][CH:92]=[CH:93][CH:94]=2)[CH:89]=[CH:88]1. The yield is 0.310. (3) The reactants are O=C[C@@H]([C@H]([C@@H]([C@@H](CO)O)O)O)O.C1C=[N+]([C@@H]2O[C@H](COP(OP(OC[C@H]3O[C@@H](N4C5N=CN=C(N)C=5N=C4)[C@H](OP(O)(O)=O)[C@@H]3O)(O)=O)(O)=O)[C@@H](O)[C@H]2O)C=C(C(N)=O)C=1.[Cl:61][CH2:62][C:63](=[O:80])[C@@H:64]([NH:72][C:73]([O:75][C:76]([CH3:79])([CH3:78])[CH3:77])=[O:74])[CH2:65][C:66]1[CH:71]=[CH:70][CH:69]=[CH:68][CH:67]=1.[OH-].[Na+]. The catalyst is C1(C)C=CC=CC=1. The product is [Cl:61][CH2:62][C@H:63]([OH:80])[C@@H:64]([NH:72][C:73]([O:75][C:76]([CH3:78])([CH3:77])[CH3:79])=[O:74])[CH2:65][C:66]1[CH:71]=[CH:70][CH:69]=[CH:68][CH:67]=1. The yield is 0.996. (4) The reactants are CN(C)/[CH:3]=[C:4](\[O:7][CH3:8])/[CH:5]=O.[NH2:10][C:11]([NH2:13])=[O:12].Cl. The catalyst is CO. The product is [CH3:8][O:7][C:4]1[CH:3]=[N:10][C:11]([OH:12])=[N:13][CH:5]=1. The yield is 0.340. (5) The reactants are [N+:1]([C:4]1[CH:9]=[CH:8][CH:7]=[CH:6][C:5]=1[S:10]([NH:13][CH2:14][CH2:15][CH2:16][CH2:17][CH2:18][NH:19][C:20](=[O:26])[O:21][C:22]([CH3:25])([CH3:24])[CH3:23])(=[O:12])=[O:11])([O-:3])=[O:2].[C:27](=O)([O-])[O-].[K+].[K+].CI. The catalyst is CC(C)=O.O.C(OC(C)C)(C)C. The product is [CH3:27][N:13]([CH2:14][CH2:15][CH2:16][CH2:17][CH2:18][NH:19][C:20](=[O:26])[O:21][C:22]([CH3:23])([CH3:25])[CH3:24])[S:10]([C:5]1[CH:6]=[CH:7][CH:8]=[CH:9][C:4]=1[N+:1]([O-:3])=[O:2])(=[O:12])=[O:11]. The yield is 0.930. (6) The reactants are [OH:1][C:2]1[CH:19]=[CH:18][C:5]2[NH:6][C:7]([CH2:12][C:13]([O:15][CH2:16][CH3:17])=[O:14])=[N:8][S:9](=[O:11])(=[O:10])[C:4]=2[C:3]=1[N+:20]([O-])=O.[H][H]. The catalyst is CO.[Pd]. The product is [NH2:20][C:3]1[C:4]2[S:9](=[O:11])(=[O:10])[N:8]=[C:7]([CH2:12][C:13]([O:15][CH2:16][CH3:17])=[O:14])[NH:6][C:5]=2[CH:18]=[CH:19][C:2]=1[OH:1]. The yield is 0.990. (7) The reactants are [C:1]([O:5][C:6]([N:8]1[CH2:13][CH2:12][CH:11]([O:14][C:15]2[CH:20]=[CH:19][C:18]([N+:21]([O-])=O)=[CH:17][C:16]=2[F:24])[CH2:10][CH2:9]1)=[O:7])([CH3:4])([CH3:3])[CH3:2]. The catalyst is CO.[Pd]. The product is [C:1]([O:5][C:6]([N:8]1[CH2:9][CH2:10][CH:11]([O:14][C:15]2[CH:20]=[CH:19][C:18]([NH2:21])=[CH:17][C:16]=2[F:24])[CH2:12][CH2:13]1)=[O:7])([CH3:4])([CH3:2])[CH3:3]. The yield is 0.970.